This data is from Forward reaction prediction with 1.9M reactions from USPTO patents (1976-2016). The task is: Predict the product of the given reaction. (1) Given the reactants [OH:1][C:2]1[CH:7]=[CH:6][C:5]([CH2:8][C:9]([OH:11])=O)=[CH:4][C:3]=1[N+:12]([O-:14])=[O:13].[Cl:15][C:16]1[CH:21]=[CH:20][C:19]([CH:22]([C:24]2[CH:29]=[CH:28][CH:27]=[CH:26][CH:25]=2)[NH2:23])=[C:18]([CH3:30])[CH:17]=1, predict the reaction product. The product is: [Cl:15][C:16]1[CH:21]=[CH:20][C:19]([CH:22]([C:24]2[CH:25]=[CH:26][CH:27]=[CH:28][CH:29]=2)[NH:23][C:9](=[O:11])[CH2:8][C:5]2[CH:6]=[CH:7][C:2]([OH:1])=[C:3]([N+:12]([O-:14])=[O:13])[CH:4]=2)=[C:18]([CH3:30])[CH:17]=1. (2) Given the reactants C([O:3][C:4]([C:6]1[NH:7][C:8]([CH3:20])=[C:9]([CH2:11][CH2:12][C:13]2[CH:18]=[CH:17][C:16]([Cl:19])=[CH:15][CH:14]=2)[CH:10]=1)=[O:5])C.[OH-].[Na+], predict the reaction product. The product is: [Cl:19][C:16]1[CH:15]=[CH:14][C:13]([CH2:12][CH2:11][C:9]2[CH:10]=[C:6]([C:4]([OH:5])=[O:3])[NH:7][C:8]=2[CH3:20])=[CH:18][CH:17]=1. (3) The product is: [CH3:1][N:2]1[N:6]=[N:5][C:4]([C:7]2[N:8]=[CH:9][C:10]([C:23]3[CH:31]=[CH:30][C:29]4[N:28]5[C:32](=[O:40])[O:33][C@@H:34]([CH2:35][NH:36][C:37](=[O:39])[CH3:38])[C@@H:27]5[CH2:26][C:25]=4[CH:24]=3)=[CH:11][CH:12]=2)=[N:3]1. Given the reactants [CH3:1][N:2]1[N:6]=[N:5][C:4]([C:7]2[CH:12]=[CH:11][C:10](B3OC(C)(C)C(C)(C)O3)=[CH:9][N:8]=2)=[N:3]1.Br[C:23]1[CH:31]=[CH:30][C:29]2[N:28]3[C:32](=[O:40])[O:33][C@@H:34]([CH2:35][NH:36][C:37](=[O:39])[CH3:38])[C@@H:27]3[CH2:26][C:25]=2[CH:24]=1.C([O-])([O-])=O.[K+].[K+], predict the reaction product. (4) Given the reactants [CH2:1]([N:3]1[C:11]2[C:6](=[CH:7][CH:8]=[C:9]([C:12]3[NH:13][C:14]4[N:15]([N:19]=[CH:20][C:21]=4[C:22]#[N:23])[C:16](=[O:18])[CH:17]=3)[CH:10]=2)[CH:5]=[N:4]1)[CH3:2].S(=O)(=O)(O)[OH:25], predict the reaction product. The product is: [CH2:1]([N:3]1[C:11]2[C:6](=[CH:7][CH:8]=[C:9]([C:12]3[NH:13][C:14]4[N:15]([N:19]=[CH:20][C:21]=4[C:22]([NH2:23])=[O:25])[C:16](=[O:18])[CH:17]=3)[CH:10]=2)[CH:5]=[N:4]1)[CH3:2].